This data is from Peptide-MHC class II binding affinity with 134,281 pairs from IEDB. The task is: Regression. Given a peptide amino acid sequence and an MHC pseudo amino acid sequence, predict their binding affinity value. This is MHC class II binding data. (1) The peptide sequence is GTVANGVLQTFMRMA. The MHC is DRB1_1501 with pseudo-sequence DRB1_1501. The binding affinity (normalized) is 0.289. (2) The peptide sequence is VDIKPKDSDEFIPMK. The MHC is DRB1_0802 with pseudo-sequence DRB1_0802. The binding affinity (normalized) is 0.323.